This data is from Full USPTO retrosynthesis dataset with 1.9M reactions from patents (1976-2016). The task is: Predict the reactants needed to synthesize the given product. (1) Given the product [O:14]=[C:15]1[NH:19][C@H:18]2[CH2:20][S:21][C@@H:22]([CH2:23][CH2:24][CH2:25][CH2:26][CH2:27][O:28][CH2:29][CH2:30][CH2:31][CH2:32][CH2:33][C:34]([O:36][N:38]3[C:42](=[O:43])[CH2:41][CH2:40][C:39]3=[O:44])=[O:35])[C@H:17]2[NH:16]1, predict the reactants needed to synthesize it. The reactants are: C(N(CC)CC)C.ClC(OCC)=O.[O:14]=[C:15]1[NH:19][C@H:18]2[CH2:20][S:21][C@@H:22]([CH2:23][CH2:24][CH2:25][CH2:26][CH2:27][O:28][CH2:29][CH2:30][CH2:31][CH2:32][CH2:33][C:34]([OH:36])=[O:35])[C@H:17]2[NH:16]1.O[N:38]1[C:42](=[O:43])[CH2:41][CH2:40][C:39]1=[O:44]. (2) Given the product [NH:9]1[CH2:13][CH2:12][CH2:11][CH:10]1[C:3]([CH3:5])=[CH:2][C:1]([O:7][CH3:8])=[O:6], predict the reactants needed to synthesize it. The reactants are: [C:1]([O:7][CH3:8])(=[O:6])[CH2:2][C:3]([CH3:5])=O.[NH:9]1[CH2:13][CH2:12][CH2:11][CH2:10]1.